This data is from Catalyst prediction with 721,799 reactions and 888 catalyst types from USPTO. The task is: Predict which catalyst facilitates the given reaction. (1) Reactant: [F:1][C:2]1[C:3]([N:11]2[CH2:15][C:14]([CH3:17])([CH3:16])[CH:13]([N:18]([CH3:20])[CH3:19])[CH2:12]2)=[N:4][C:5]([CH3:10])=[N:6][C:7]=1[NH:8][NH2:9].[CH:21]1([CH2:26][C@H:27]([CH2:31][N:32]([CH:41]=[O:42])[O:33][CH2:34][C:35]2[CH:40]=[CH:39][CH:38]=[CH:37][CH:36]=2)[C:28](O)=[O:29])[CH2:25][CH2:24][CH2:23][CH2:22]1.CN1CCOCC1.ON1C2N=CC=CC=2N=N1.C(Cl)CCl. Product: [CH:21]1([CH2:26][C@@H:27]([C:28]([NH:9][NH:8][C:7]2[C:2]([F:1])=[C:3]([N:11]3[CH2:12][CH:13]([N:18]([CH3:20])[CH3:19])[C:14]([CH3:17])([CH3:16])[CH2:15]3)[N:4]=[C:5]([CH3:10])[N:6]=2)=[O:29])[CH2:31][N:32]([O:33][CH2:34][C:35]2[CH:40]=[CH:39][CH:38]=[CH:37][CH:36]=2)[CH:41]=[O:42])[CH2:25][CH2:24][CH2:23][CH2:22]1. The catalyst class is: 3. (2) Reactant: C1C=CC(P(C2C=CC=CC=2)C2C=CC=CC=2)=CC=1.CC(OC(/N=N/C(OC(C)C)=O)=O)C.[I:34][C:35]1[C:39]([C:40]([O:42][CH2:43][CH3:44])=[O:41])=[C:38]([C:45]([O:47][CH2:48][CH3:49])=[O:46])[NH:37][N:36]=1.O[CH2:51][C:52]1([NH:55][C:56](=[O:62])[O:57][C:58]([CH3:61])([CH3:60])[CH3:59])[CH2:54][CH2:53]1. Product: [C:58]([O:57][C:56]([NH:55][C:52]1([CH2:51][N:37]2[C:38]([C:45]([O:47][CH2:48][CH3:49])=[O:46])=[C:39]([C:40]([O:42][CH2:43][CH3:44])=[O:41])[C:35]([I:34])=[N:36]2)[CH2:54][CH2:53]1)=[O:62])([CH3:61])([CH3:59])[CH3:60]. The catalyst class is: 20. (3) Reactant: [CH3:1][C@@:2]1([OH:24])[C@H:6]([OH:7])[C@@H:5]([CH2:8][OH:9])[O:4][C@H:3]1[N:10]1[CH:23]=[C:14]2[CH:15]=[CH:16][C:17]3[C:18](=[O:22])[NH:19][N:20]=[CH:21][C:12]([C:13]=32)=[N:11]1. Product: [CH3:1][C@@:2]1([OH:24])[C@H:6]([OH:7])[C@@H:5]([CH2:8][OH:9])[O:4][C@H:3]1[N:10]1[CH:23]=[C:14]2[CH2:15][CH2:16][C:17]3[C:18](=[O:22])[NH:19][N:20]=[CH:21][C:12]([C:13]=32)=[N:11]1. The catalyst class is: 856. (4) Reactant: [H-].C([Al+]CC(C)C)C(C)C.[SH:11][C:12]1[O:13][C:14]2[C:20]([C:21](OC)=[O:22])=[CH:19][CH:18]=[CH:17][C:15]=2[N:16]=1.C([Al]CC(C)C)C(C)C.Cl. Product: [OH:22][CH2:21][C:20]1[C:14]2[O:13][C:12]([SH:11])=[N:16][C:15]=2[CH:17]=[CH:18][CH:19]=1. The catalyst class is: 247. (5) Reactant: [C:1]([O:5][C:6]([N:8]1[CH2:17][CH2:16][C:15]2[C:10](=[CH:11][C:12]([CH2:18][C:19]#[N:20])=[CH:13][CH:14]=2)[CH2:9]1)=[O:7])([CH3:4])([CH3:3])[CH3:2].CC[O-].[Na+].[CH:25](=O)[C:26]1[CH:31]=[CH:30][CH:29]=[CH:28][CH:27]=1. Product: [C:1]([O:5][C:6]([N:8]1[CH2:17][CH2:16][C:15]2[C:10](=[CH:11][C:12](/[C:18](/[C:19]#[N:20])=[CH:25]/[C:26]3[CH:31]=[CH:30][CH:29]=[CH:28][CH:27]=3)=[CH:13][CH:14]=2)[CH2:9]1)=[O:7])([CH3:4])([CH3:3])[CH3:2]. The catalyst class is: 40. (6) Product: [Br:13][C:7]1[C:6]2[C:2]3[NH:1][CH:16]([C:17]4[N:18]=[C:19]([CH:22]([CH3:23])[CH3:24])[S:20][CH:21]=4)[CH2:15][C:14](=[O:25])[C:3]=3[O:4][C:5]=2[CH:10]=[CH:9][C:8]=1[O:11][CH3:12]. Reactant: [NH2:1][C:2]1[C:6]2[C:7]([Br:13])=[C:8]([O:11][CH3:12])[CH:9]=[CH:10][C:5]=2[O:4][C:3]=1[C:14](=[O:25])[CH:15]=[CH:16][C:17]1[N:18]=[C:19]([CH:22]([CH3:24])[CH3:23])[S:20][CH:21]=1.CC(O)=O.OP(O)(O)=O. The catalyst class is: 6. (7) Reactant: [CH2:1]([C:3]1[N:4]=[C:5]([C:8]2[CH:9]=[N:10][NH:11][C:12]=2[NH2:13])[O:6][CH:7]=1)[CH3:2].[CH2:14]([N:16]1[C:24]2[C:19](=[CH:20][C:21]([C:25](=O)[CH2:26][C:27](OCC)=[O:28])=[CH:22][CH:23]=2)[CH:18]=[N:17]1)[CH3:15].CC1C=CC(S(O)(=O)=O)=CC=1. Product: [CH2:14]([N:16]1[C:24]2[C:19](=[CH:20][C:21]([C:25]3[NH:13][C:12]4[N:11]([N:10]=[CH:9][C:8]=4[C:5]4[O:6][CH:7]=[C:3]([CH2:1][CH3:2])[N:4]=4)[C:27](=[O:28])[CH:26]=3)=[CH:22][CH:23]=2)[CH:18]=[N:17]1)[CH3:15]. The catalyst class is: 114.